Predict the reactants needed to synthesize the given product. From a dataset of Full USPTO retrosynthesis dataset with 1.9M reactions from patents (1976-2016). (1) Given the product [CH3:1][O:2][C:3]1[CH:4]=[C:5]([CH:49]=[CH:50][CH:51]=1)[CH2:6][N:7]([CH2:15][C@@H:16]([OH:48])[C@@H:17]([NH:27][C:28](=[O:47])[C:29]1[CH:30]=[C:31](/[C:44](=[N:54]/[OH:53])/[CH3:45])[CH:32]=[C:33]([NH:35][C:36](=[O:43])[C:37]2[CH:42]=[CH:41][CH:40]=[CH:39][CH:38]=2)[CH:34]=1)[CH2:18][C:19]1[CH:20]=[C:21]([F:26])[CH:22]=[C:23]([F:25])[CH:24]=1)[C:8](=[O:14])[O:9][C:10]([CH3:12])([CH3:11])[CH3:13], predict the reactants needed to synthesize it. The reactants are: [CH3:1][O:2][C:3]1[CH:4]=[C:5]([CH:49]=[CH:50][CH:51]=1)[CH2:6][N:7]([CH2:15][C@@H:16]([OH:48])[C@@H:17]([NH:27][C:28](=[O:47])[C:29]1[CH:34]=[C:33]([NH:35][C:36](=[O:43])[C:37]2[CH:42]=[CH:41][CH:40]=[CH:39][CH:38]=2)[CH:32]=[C:31]([C:44](=O)[CH3:45])[CH:30]=1)[CH2:18][C:19]1[CH:24]=[C:23]([F:25])[CH:22]=[C:21]([F:26])[CH:20]=1)[C:8](=[O:14])[O:9][C:10]([CH3:13])([CH3:12])[CH3:11].Cl.[OH:53][NH2:54]. (2) Given the product [CH3:16][N:14]1[CH2:13][C@@H:10]2[C@@H:9]([N:8]([C:5]3[CH:6]=[CH:7][C:2]([C:36]4[CH:41]=[CH:40][C:39]([C:25]5[CH:26]=[CH:27][C:28]([C:31]#[N:32])=[N:29][CH:30]=5)=[CH:38][CH:37]=4)=[CH:3][CH:4]=3)[CH2:12][CH2:11]2)[CH2:15]1, predict the reactants needed to synthesize it. The reactants are: Br[C:2]1[CH:7]=[CH:6][C:5]([N:8]2[CH2:12][CH2:11][C@@H:10]3[CH2:13][N:14]([CH3:16])[CH2:15][C@H:9]23)=[CH:4][CH:3]=1.CC1(C)C(C)(C)OB([C:25]2[CH:26]=[CH:27][C:28]([C:31]#[N:32])=[N:29][CH:30]=2)O1.C([C:36]1[CH:41]=[CH:40][C:39](B(O)O)=[CH:38][CH:37]=1)#N. (3) Given the product [OH:4][C:5]1[CH:6]=[C:7]([C:15]2[C:16]([C:21]([NH:23][C:24]3[CH:29]=[CH:28][CH:27]=[CH:26][C:25]=3[C:30]3[S:34][C:33]([CH2:35][C:36]([OH:38])=[O:37])=[CH:32][CH:31]=3)=[O:22])=[CH:17][CH:18]=[CH:19][CH:20]=2)[CH:8]=[C:9]([OH:13])[C:10]=1[OH:11], predict the reactants needed to synthesize it. The reactants are: N#N.C[O:4][C:5]1[CH:6]=[C:7]([C:15]2[C:16]([C:21]([NH:23][C:24]3[CH:29]=[CH:28][CH:27]=[CH:26][C:25]=3[C:30]3[S:34][C:33]([CH2:35][C:36]([OH:38])=[O:37])=[CH:32][CH:31]=3)=[O:22])=[CH:17][CH:18]=[CH:19][CH:20]=2)[CH:8]=[C:9]([O:13]C)[C:10]=1[O:11]C.B(Br)(Br)Br.O. (4) The reactants are: Cl[C:2]([O:4][CH2:5][C:6]1[CH:11]=[CH:10][CH:9]=[CH:8][CH:7]=1)=[O:3].[NH2:12][CH2:13][C:14]1([C:27]2[NH:31][C:30]3[CH:32]=[CH:33][CH:34]=[C:35]([C:36]4[CH:41]=[CH:40][CH:39]=[CH:38][CH:37]=4)[C:29]=3[N:28]=2)[CH2:19][CH2:18][N:17]([C:20]([O:22][C:23]([CH3:26])([CH3:25])[CH3:24])=[O:21])[CH2:16][CH2:15]1.C(N(CC)C(C)C)(C)C. Given the product [CH2:5]([O:4][C:2]([NH:12][CH2:13][C:14]1([C:27]2[NH:31][C:30]3[CH:32]=[CH:33][CH:34]=[C:35]([C:36]4[CH:41]=[CH:40][CH:39]=[CH:38][CH:37]=4)[C:29]=3[N:28]=2)[CH2:15][CH2:16][N:17]([C:20]([O:22][C:23]([CH3:25])([CH3:26])[CH3:24])=[O:21])[CH2:18][CH2:19]1)=[O:3])[C:6]1[CH:11]=[CH:10][CH:9]=[CH:8][CH:7]=1, predict the reactants needed to synthesize it. (5) The reactants are: [OH:1][C:2]1[N:10]=[CH:9][CH:8]=[CH:7][C:3]=1[C:4](O)=[O:5].B.C1COCC1.CO. Given the product [OH:5][CH2:4][C:3]1[C:2]([OH:1])=[N:10][CH:9]=[CH:8][CH:7]=1, predict the reactants needed to synthesize it. (6) The reactants are: [Cl:1][C:2]1[N:7]=[C:6](Cl)[CH:5]=[C:4]([C:9]2[CH:14]=[CH:13][CH:12]=[CH:11][C:10]=2[Cl:15])[N:3]=1.[CH:16]1([C:19]2[NH:23][N:22]=[C:21]([NH2:24])[CH:20]=2)[CH2:18][CH2:17]1. Given the product [Cl:1][C:2]1[N:7]=[C:6]([NH:24][C:21]2[CH:20]=[C:19]([CH:16]3[CH2:18][CH2:17]3)[NH:23][N:22]=2)[CH:5]=[C:4]([C:9]2[CH:14]=[CH:13][CH:12]=[CH:11][C:10]=2[Cl:15])[N:3]=1, predict the reactants needed to synthesize it.